Task: Predict the reactants needed to synthesize the given product.. Dataset: Full USPTO retrosynthesis dataset with 1.9M reactions from patents (1976-2016) Given the product [Cl:17][C:18]1[C:32]([Cl:33])=[CH:31][CH:30]=[CH:29][C:19]=1[CH2:20][N:21]1[CH2:26][CH2:25][O:24][C@@H:23]([CH2:27][NH:28][C:5]([NH:4][CH2:1][C:2]#[CH:3])=[O:6])[CH2:22]1, predict the reactants needed to synthesize it. The reactants are: [CH2:1]([NH:4][C:5](=O)[O:6]C1C=CC([N+]([O-])=O)=CC=1)[C:2]#[CH:3].[Cl:17][C:18]1[C:32]([Cl:33])=[CH:31][CH:30]=[CH:29][C:19]=1[CH2:20][N:21]1[CH2:26][CH2:25][O:24][C@@H:23]([CH2:27][NH2:28])[CH2:22]1.C(N(CC)C(C)C)(C)C.